This data is from NCI-60 drug combinations with 297,098 pairs across 59 cell lines. The task is: Regression. Given two drug SMILES strings and cell line genomic features, predict the synergy score measuring deviation from expected non-interaction effect. (1) Drug 1: C1CN1C2=NC(=NC(=N2)N3CC3)N4CC4. Drug 2: C1=NNC2=C1C(=O)NC=N2. Cell line: OVCAR3. Synergy scores: CSS=9.73, Synergy_ZIP=-4.69, Synergy_Bliss=-1.57, Synergy_Loewe=-1.03, Synergy_HSA=-0.175. (2) Drug 1: CNC(=O)C1=NC=CC(=C1)OC2=CC=C(C=C2)NC(=O)NC3=CC(=C(C=C3)Cl)C(F)(F)F. Drug 2: CC(C)CN1C=NC2=C1C3=CC=CC=C3N=C2N. Cell line: SK-OV-3. Synergy scores: CSS=1.58, Synergy_ZIP=0.301, Synergy_Bliss=3.05, Synergy_Loewe=2.75, Synergy_HSA=-1.77. (3) Drug 1: C1=NC2=C(N1)C(=S)N=CN2. Drug 2: COC1=NC(=NC2=C1N=CN2C3C(C(C(O3)CO)O)O)N. Cell line: NCI-H522. Synergy scores: CSS=1.44, Synergy_ZIP=-1.76, Synergy_Bliss=-2.56, Synergy_Loewe=-9.77, Synergy_HSA=-3.53. (4) Drug 1: C1CN(P(=O)(OC1)NCCCl)CCCl. Drug 2: CC12CCC3C(C1CCC2OP(=O)(O)O)CCC4=C3C=CC(=C4)OC(=O)N(CCCl)CCCl.[Na+]. Cell line: LOX IMVI. Synergy scores: CSS=16.9, Synergy_ZIP=-7.47, Synergy_Bliss=-8.23, Synergy_Loewe=-7.98, Synergy_HSA=-3.85.